Task: Predict the product of the given reaction.. Dataset: Forward reaction prediction with 1.9M reactions from USPTO patents (1976-2016) (1) Given the reactants [CH:1]1[CH:2]=[CH:3][C:4]2[NH:11][C:9](=[O:10])[CH:8]=[C:7]([CH2:12][CH:13]([NH:17][C:18]([C:20]3[CH:21]=[CH:22][C:23]([Cl:26])=[CH:24][CH:25]=3)=[O:19])[C:14]([OH:16])=[O:15])[C:5]=2[CH:6]=1.Cl[CH2:28][CH:29]1[O:33][C:32](=[O:34])[NH:31][CH2:30]1, predict the reaction product. The product is: [Cl:26][C:23]1[CH:24]=[CH:25][C:20]([C:18]([NH:17][CH:13]([CH2:12][C:7]2[C:5]3[C:4](=[CH:3][CH:2]=[CH:1][CH:6]=3)[NH:11][C:9](=[O:10])[CH:8]=2)[C:14]([O:16][CH2:28][CH:29]2[O:33][C:32](=[O:34])[NH:31][CH2:30]2)=[O:15])=[O:19])=[CH:21][CH:22]=1. (2) Given the reactants [NH2:1][CH2:2][CH:3]([CH2:7][CH:8]([CH3:10])[CH3:9])[C:4]([OH:6])=[O:5].OS(O)(=O)=O.[CH3:16][C:17]([CH3:19])=[CH2:18].[OH-].[Na+], predict the reaction product. The product is: [NH2:1][CH2:2][CH:3]([CH2:7][CH:8]([CH3:10])[CH3:9])[C:4]([O:6][C:17]([CH3:19])([CH3:18])[CH3:16])=[O:5]. (3) Given the reactants [Cl:1][C:2]1[CH:3]=[C:4]([C:11]([CH3:30])([CH3:29])[CH2:12][C@:13]([CH2:19][S@:20]([C:22]2[CH:27]=[CH:26][C:25]([CH3:28])=[CH:24][CH:23]=2)=O)([OH:18])[C:14]([F:17])([F:16])[F:15])[C:5]2[O:9][CH2:8][CH2:7][C:6]=2[CH:10]=1.[I-].[Na+].FC(F)(F)C(OC(=O)C(F)(F)F)=O, predict the reaction product. The product is: [Cl:1][C:2]1[CH:3]=[C:4]([C:11]([CH3:30])([CH3:29])[CH2:12][C@:13]([CH2:19][S:20][C:22]2[CH:27]=[CH:26][C:25]([CH3:28])=[CH:24][CH:23]=2)([OH:18])[C:14]([F:17])([F:15])[F:16])[C:5]2[O:9][CH2:8][CH2:7][C:6]=2[CH:10]=1.